This data is from Full USPTO retrosynthesis dataset with 1.9M reactions from patents (1976-2016). The task is: Predict the reactants needed to synthesize the given product. (1) Given the product [Br:18][C:8]1[CH:9]=[CH:10][C:3]([O:2][CH3:1])=[CH:4][C:5]=1[CH2:6][OH:7], predict the reactants needed to synthesize it. The reactants are: [CH3:1][O:2][C:3]1[CH:4]=[C:5]([CH:8]=[CH:9][CH:10]=1)[CH2:6][OH:7].C1C(=O)N([Br:18])C(=O)C1. (2) Given the product [CH2:30]([C:22]1[N:21]([C:10]2[N:9]=[C:8]3[C:13]([N:14]=[C:6]([CH2:5][CH:3]4[CH2:2][N:1]([C:33](=[O:37])[C@@H:34]([OH:35])[CH3:36])[CH2:4]4)[N:7]3[CH3:32])=[C:12]([N:15]3[CH2:20][CH2:19][O:18][CH2:17][CH2:16]3)[N:11]=2)[C:25]2[CH:26]=[CH:27][CH:28]=[CH:29][C:24]=2[N:23]=1)[CH3:31], predict the reactants needed to synthesize it. The reactants are: [NH:1]1[CH2:4][CH:3]([CH2:5][C:6]2[N:7]([CH3:32])[C:8]3[C:13]([N:14]=2)=[C:12]([N:15]2[CH2:20][CH2:19][O:18][CH2:17][CH2:16]2)[N:11]=[C:10]([N:21]2[C:25]4[CH:26]=[CH:27][CH:28]=[CH:29][C:24]=4[N:23]=[C:22]2[CH2:30][CH3:31])[N:9]=3)[CH2:2]1.[C:33](O)(=[O:37])[C@H:34]([CH3:36])[OH:35].CCN(C(C)C)C(C)C.CN(C(ON1N=NC2C=CC=NC1=2)=[N+](C)C)C.F[P-](F)(F)(F)(F)F. (3) Given the product [C:12]1([C:5]2[C:6]3[C:11](=[CH:10][CH:9]=[CH:8][CH:7]=3)[C:2]([NH2:24])=[N:3][N:4]=2)[CH:17]=[CH:16][CH:15]=[CH:14][CH:13]=1, predict the reactants needed to synthesize it. The reactants are: Cl[C:2]1[C:11]2[C:6](=[CH:7][CH:8]=[CH:9][CH:10]=2)[C:5]([C:12]2[CH:17]=[CH:16][CH:15]=[CH:14][CH:13]=2)=[N:4][N:3]=1.C1([NH2:24])C=CC=CC=1. (4) Given the product [C:31]1([CH:37]2[CH2:42][N:41]3[CH:43]=[C:44]([C:46]([N:60]4[CH2:59][CH2:58][N:57]([C:53]5[CH:54]=[CH:55][CH:56]=[C:51]([C:50]([F:63])([F:64])[F:49])[CH:52]=5)[CH2:62][CH2:61]4)=[O:48])[N:45]=[C:40]3[CH2:39][CH2:38]2)[CH:32]=[CH:33][CH:34]=[CH:35][CH:36]=1, predict the reactants needed to synthesize it. The reactants are: CN(C(ON1N=NC2C=CC=CC1=2)=[N+](C)C)C.[B-](F)(F)(F)F.CN1CCOCC1.Cl.[C:31]1([CH:37]2[CH2:42][N:41]3[CH:43]=[C:44]([C:46]([OH:48])=O)[N:45]=[C:40]3[CH2:39][CH2:38]2)[CH:36]=[CH:35][CH:34]=[CH:33][CH:32]=1.[F:49][C:50]([F:64])([F:63])[C:51]1[CH:52]=[C:53]([N:57]2[CH2:62][CH2:61][NH:60][CH2:59][CH2:58]2)[CH:54]=[CH:55][CH:56]=1.